The task is: Predict the reactants needed to synthesize the given product.. This data is from Full USPTO retrosynthesis dataset with 1.9M reactions from patents (1976-2016). (1) Given the product [O:47]=[C:45]1[CH2:46][N:42]([C:40]([O:39][CH2:32][C:33]2[CH:34]=[CH:35][CH:36]=[CH:37][CH:38]=2)=[O:41])[C@H:43]([C:48](=[O:50])[NH:20][C@H:21]2[C:30]3[C:25](=[CH:26][CH:27]=[CH:28][CH:29]=3)[CH2:24][CH2:23][CH2:22]2)[CH2:44]1, predict the reactants needed to synthesize it. The reactants are: OC1C=C2C(C[C@@H](C(=O)[NH:20][C@H:21]3[C:30]4[C:25](=[CH:26][CH:27]=[CH:28][CH:29]=4)[CH2:24][CH2:23][CH2:22]3)N(C(OC(C)(C)C)=O)C2)=CC=1.[CH2:32]([O:39][C:40]([N:42]1[CH2:46][C:45](=[O:47])[CH2:44][C@H:43]1[C:48]([OH:50])=O)=[O:41])[C:33]1[CH:38]=[CH:37][CH:36]=[CH:35][CH:34]=1.[C@H]1(N)C2C(=CC=CC=2)CCC1. (2) Given the product [Cl:1][C:2]1[N:7]=[CH:6][C:5]2[N:8]=[C:9]([C:12]3[CH:16]=[N:15][N:14]([CH2:29][O:28][CH2:27][CH2:26][Si:25]([CH3:32])([CH3:31])[CH3:24])[CH:13]=3)[N:10]([CH3:11])[C:4]=2[CH:3]=1, predict the reactants needed to synthesize it. The reactants are: [Cl:1][C:2]1[N:7]=[CH:6][C:5]2[N:8]=[C:9]([C:12]3[CH:13]=[N:14][NH:15][CH:16]=3)[N:10]([CH3:11])[C:4]=2[CH:3]=1.[H-].[Na+].CN(C=O)C.[CH3:24][Si:25]([CH3:32])([CH3:31])[CH2:26][CH2:27][O:28][CH2:29]Cl. (3) Given the product [CH:25]1[C:24]2[CH:23]([CH2:22][O:21][C:19](=[O:20])[NH:3][C@H:4]([CH2:16][OH:17])[CH2:5][CH2:6][CH2:7][NH:8][C:9]([O:11][C:12]([CH3:15])([CH3:13])[CH3:14])=[O:10])[C:35]3[C:30](=[CH:31][CH:32]=[CH:33][CH:34]=3)[C:29]=2[CH:28]=[CH:27][CH:26]=1, predict the reactants needed to synthesize it. The reactants are: N#N.[NH:3]([C:19]([O:21][CH2:22][CH:23]1[C:35]2[C:30](=[CH:31][CH:32]=[CH:33][CH:34]=2)[C:29]2[C:24]1=[CH:25][CH:26]=[CH:27][CH:28]=2)=[O:20])[C@H:4]([C:16](O)=[O:17])[CH2:5][CH2:6][CH2:7][NH:8][C:9]([O:11][C:12]([CH3:15])([CH3:14])[CH3:13])=[O:10].CN1CCOCC1.ClC(OCC(C)C)=O.[BH4-].[Na+]. (4) Given the product [C:6]([C:5]1[CH:8]=[CH:9][C:2]([NH:1][C:16](=[O:17])[C:13]2[CH:14]=[CH:15][C:10]([CH3:19])=[CH:11][CH:12]=2)=[CH:3][CH:4]=1)#[N:7], predict the reactants needed to synthesize it. The reactants are: [NH2:1][C:2]1[CH:9]=[CH:8][C:5]([C:6]#[N:7])=[CH:4][CH:3]=1.[C:10]1([CH3:19])[CH:15]=[CH:14][C:13]([C:16](Cl)=[O:17])=[CH:12][CH:11]=1.O.